This data is from Forward reaction prediction with 1.9M reactions from USPTO patents (1976-2016). The task is: Predict the product of the given reaction. (1) Given the reactants [NH2:1][CH2:2][CH2:3][C:4]1[N:9]=[C:8]([NH:10][C:11](=[O:17])[O:12][C:13]([CH3:16])([CH3:15])[CH3:14])[CH:7]=[CH:6][CH:5]=1.F[C:19]1[CH:24]=[CH:23][C:22]([N+:25]([O-:27])=[O:26])=[CH:21][CH:20]=1.C(N(CC)CC)C, predict the reaction product. The product is: [N+:25]([C:22]1[CH:23]=[CH:24][C:19]([NH:1][CH2:2][CH2:3][C:4]2[N:9]=[C:8]([NH:10][C:11](=[O:17])[O:12][C:13]([CH3:14])([CH3:16])[CH3:15])[CH:7]=[CH:6][CH:5]=2)=[CH:20][CH:21]=1)([O-:27])=[O:26]. (2) The product is: [CH3:32][N:33]1[C:37]([CH2:38][NH:1][C:2]2[CH:7]=[C:6]([C:8]([F:11])([F:9])[F:10])[CH:5]=[CH:4][C:3]=2[C:12]2[N:17]=[CH:16][N:15]=[C:14]([O:18][C:19]3[C:24]4[N:25]=[C:26]([NH:28][C:29](=[O:31])[CH3:30])[S:27][C:23]=4[CH:22]=[CH:21][CH:20]=3)[CH:13]=2)=[CH:36][N:35]=[CH:34]1. Given the reactants [NH2:1][C:2]1[CH:7]=[C:6]([C:8]([F:11])([F:10])[F:9])[CH:5]=[CH:4][C:3]=1[C:12]1[N:17]=[CH:16][N:15]=[C:14]([O:18][C:19]2[C:24]3[N:25]=[C:26]([NH:28][C:29](=[O:31])[CH3:30])[S:27][C:23]=3[CH:22]=[CH:21][CH:20]=2)[CH:13]=1.[CH3:32][N:33]1[C:37]([CH:38]=O)=[CH:36][N:35]=[CH:34]1, predict the reaction product. (3) Given the reactants [NH2:1][CH2:2][C@@H:3]1[C@H:8]([CH3:9])[CH2:7][CH2:6][CH2:5][N:4]1[C:10]([C:12]1[C:17]([C:18]2[N:23]=[CH:22][CH:21]=[CH:20][N:19]=2)=[CH:16][CH:15]=[C:14]([CH3:24])[N:13]=1)=[O:11].F[C:26]1[CH:31]=[CH:30][C:29]([C:32]([F:35])([F:34])[F:33])=[CH:28][N:27]=1, predict the reaction product. The product is: [CH3:9][C@@H:8]1[CH2:7][CH2:6][CH2:5][N:4]([C:10]([C:12]2[C:17]([C:18]3[N:23]=[CH:22][CH:21]=[CH:20][N:19]=3)=[CH:16][CH:15]=[C:14]([CH3:24])[N:13]=2)=[O:11])[C@@H:3]1[CH2:2][NH:1][C:26]1[CH:31]=[CH:30][C:29]([C:32]([F:35])([F:34])[F:33])=[CH:28][N:27]=1. (4) The product is: [O:27]=[C:26]1[N:1]([C:2]2[CH:3]=[C:4]3[C:8](=[CH:9][CH:10]=2)[N:7]([C:11]([O:13][C:14]([CH3:17])([CH3:16])[CH3:15])=[O:12])[CH2:6][CH2:5]3)[C:19]2=[N:20][CH:21]=[CH:22][CH:23]=[C:24]2[NH:25]1. Given the reactants [NH2:1][C:2]1[CH:3]=[C:4]2[C:8](=[CH:9][CH:10]=1)[N:7]([C:11]([O:13][C:14]([CH3:17])([CH3:16])[CH3:15])=[O:12])[CH2:6][CH2:5]2.Cl[C:19]1[C:24]([NH:25][C:26](=O)[O:27]C(C)(C)C)=[CH:23][CH:22]=[CH:21][N:20]=1.CC1(C)C2C(=C(P(C3C=CC=CC=3)C3C=CC=CC=3)C=CC=2)OC2C(P(C3C=CC=CC=3)C3C=CC=CC=3)=CC=CC1=2.CC(C)([O-])C.[Na+], predict the reaction product. (5) Given the reactants [H-].[Al+3].[Li+].[H-].[H-].[H-].[CH2:7]([O:14][C:15]1[C:23]2[N:22]=[C:21]([CH3:24])[N:20]([CH3:25])[C:19]=2[CH:18]=[C:17]([C:26](OC)=[O:27])[CH:16]=1)[C:8]1[CH:13]=[CH:12][CH:11]=[CH:10][CH:9]=1.[OH-].[K+].S([O-])([O-])(=O)=O.[Mg+2], predict the reaction product. The product is: [CH2:7]([O:14][C:15]1[C:23]2[N:22]=[C:21]([CH3:24])[N:20]([CH3:25])[C:19]=2[CH:18]=[C:17]([CH2:26][OH:27])[CH:16]=1)[C:8]1[CH:13]=[CH:12][CH:11]=[CH:10][CH:9]=1. (6) Given the reactants I[C:2]1[N:3]=[C:4]([CH:12]2[CH:15]([N:16]3[CH2:21][CH2:20][N:19]([CH3:22])[CH2:18][CH2:17]3)[CH2:14][CH2:13]2)[N:5]2[CH:10]=[CH:9][N:8]=[C:7]([NH2:11])[C:6]=12.[C:23]1([C:29]2[CH:38]=[C:37]([C:39]([F:42])([F:41])[F:40])[C:36]3[C:31](=[CH:32][C:33](B4OC(C)(C)C(C)(C)O4)=[CH:34][CH:35]=3)[N:30]=2)[CH:28]=[CH:27][CH:26]=[CH:25][CH:24]=1.C(=O)([O-])[O-].[Cs+].[Cs+].COCCOC, predict the reaction product. The product is: [CH3:22][N:19]1[CH2:20][CH2:21][N:16]([CH:15]2[CH:12]([C:4]3[N:5]4[CH:10]=[CH:9][N:8]=[C:7]([NH2:11])[C:6]4=[C:2]([C:33]4[CH:32]=[C:31]5[C:36]([C:37]([C:39]([F:42])([F:40])[F:41])=[CH:38][C:29]([C:23]6[CH:28]=[CH:27][CH:26]=[CH:25][CH:24]=6)=[N:30]5)=[CH:35][CH:34]=4)[N:3]=3)[CH2:13][CH2:14]2)[CH2:17][CH2:18]1. (7) Given the reactants [CH3:1][C:2]1[CH:7]=[C:6]([CH3:8])[CH:5]=[CH:4][C:3]=1[N:9]1[CH2:14][CH2:13][N:12]([C:15]([C:17]2[CH:22]=[CH:21][C:20]([N:23]3[CH2:27][CH:26]([CH2:28]O)[CH2:25][C:24]3=[O:30])=[CH:19][CH:18]=2)=[O:16])[CH2:11][CH2:10]1.[CH2:31]([N:33](CC)[CH2:34][CH3:35])[CH3:32].S(Cl)(C)(=O)=O.O, predict the reaction product. The product is: [CH3:1][C:2]1[CH:7]=[C:6]([CH3:8])[CH:5]=[CH:4][C:3]=1[N:9]1[CH2:14][CH2:13][N:12]([C:15]([C:17]2[CH:18]=[CH:19][C:20]([N:23]3[CH2:27][CH:26]([CH2:28][N:33]4[CH2:34][CH2:35][CH2:32][CH2:31]4)[CH2:25][C:24]3=[O:30])=[CH:21][CH:22]=2)=[O:16])[CH2:11][CH2:10]1. (8) Given the reactants [N+:1]([C:4]1[CH:9]=[CH:8][C:7]([C:10](=[O:20])[CH2:11][NH:12][C:13](=O)[C:14]([O:16][CH2:17][CH3:18])=[O:15])=[CH:6][CH:5]=1)([O-:3])=[O:2], predict the reaction product. The product is: [N+:1]([C:4]1[CH:5]=[CH:6][C:7]([C:10]2[O:20][C:13]([C:14]([O:16][CH2:17][CH3:18])=[O:15])=[N:12][CH:11]=2)=[CH:8][CH:9]=1)([O-:3])=[O:2]. (9) Given the reactants [CH3:1][N:2]([CH3:25])[S:3]([N:6]1[CH:10]=[C:9]([CH:11]([OH:17])[C:12]2[S:13][CH:14]=[CH:15][CH:16]=2)[N:8]=[C:7]1[Si](C(C)(C)C)(C)C)(=[O:5])=[O:4].[F-].C([N+](CCCC)(CCCC)CCCC)CCC, predict the reaction product. The product is: [CH3:1][N:2]([CH3:25])[S:3]([N:6]1[CH:10]=[C:9]([CH:11]([OH:17])[C:12]2[S:13][CH:14]=[CH:15][CH:16]=2)[N:8]=[CH:7]1)(=[O:5])=[O:4].